From a dataset of Catalyst prediction with 721,799 reactions and 888 catalyst types from USPTO. Predict which catalyst facilitates the given reaction. Reactant: Cl.[CH2:2]1[C@@H:6]2[CH2:7][NH:8][CH2:9][C@@H:5]2[CH2:4][N:3]1[C:10]([O:12][CH2:13][C:14]1[CH:19]=[C:18]([Cl:20])[CH:17]=[C:16]([Cl:21])[CH:15]=1)=[O:11].CN1CCOCC1.[CH3:29][NH:30][S:31]([C:34]1[CH:42]=[CH:41][C:37]([C:38](O)=[O:39])=[CH:36][CH:35]=1)(=[O:33])=[O:32].F[P-](F)(F)(F)(F)F.N1(OC(N(C)C)=[N+](C)C)C2N=CC=CC=2N=N1. Product: [CH3:29][NH:30][S:31]([C:34]1[CH:42]=[CH:41][C:37]([C:38]([N:8]2[CH2:7][C@@H:6]3[CH2:2][N:3]([C:10]([O:12][CH2:13][C:14]4[CH:19]=[C:18]([Cl:20])[CH:17]=[C:16]([Cl:21])[CH:15]=4)=[O:11])[CH2:4][C@@H:5]3[CH2:9]2)=[O:39])=[CH:36][CH:35]=1)(=[O:32])=[O:33]. The catalyst class is: 9.